This data is from Full USPTO retrosynthesis dataset with 1.9M reactions from patents (1976-2016). The task is: Predict the reactants needed to synthesize the given product. (1) Given the product [ClH:29].[CH3:28][N:2]([CH3:1])[C:3]1([C:22]2[CH:27]=[CH:26][CH:25]=[CH:24][CH:23]=2)[CH2:8][CH2:7][C:6](=[CH:9][C:10]([NH:12][CH2:13][CH2:14][CH2:15][C:16]2[CH:21]=[CH:20][CH:19]=[CH:18][CH:17]=2)=[O:11])[CH2:5][CH2:4]1, predict the reactants needed to synthesize it. The reactants are: [CH3:1][N:2]([CH3:28])[C:3]1([C:22]2[CH:27]=[CH:26][CH:25]=[CH:24][CH:23]=2)[CH2:8][CH2:7][C:6](=[CH:9][C:10]([NH:12][CH2:13][CH2:14][CH2:15][C:16]2[CH:21]=[CH:20][CH:19]=[CH:18][CH:17]=2)=[O:11])[CH2:5][CH2:4]1.[Cl:29][Si](C)(C)C. (2) Given the product [Br:1][C:2]1[CH:3]=[C:4]2[C:9](=[CH:10][CH:11]=1)[N:8]([CH2:12][CH2:13][N:23]([CH3:22])[CH2:24][CH2:25][OH:26])[CH2:7][CH2:6][CH2:5]2, predict the reactants needed to synthesize it. The reactants are: [Br:1][C:2]1[CH:3]=[C:4]2[C:9](=[CH:10][CH:11]=1)[N:8]([C:12](=O)[CH2:13]Cl)[CH2:7][CH2:6][CH2:5]2.C(=O)([O-])[O-].[K+].[K+].[CH3:22][NH:23][CH2:24][CH2:25][OH:26]. (3) Given the product [C:1]([O:5][C:6]([N:8]1[CH2:12][CH2:11][CH:10]([CH2:13][NH:14][CH2:15][C:16]2[C:24]3[C:23]([C:25]([OH:27])=[O:26])=[CH:22][CH:21]=[N:20][C:19]=3[NH:18][CH:17]=2)[CH2:9]1)=[O:7])([CH3:4])([CH3:2])[CH3:3], predict the reactants needed to synthesize it. The reactants are: [C:1]([O:5][C:6]([N:8]1[CH2:12][CH2:11][CH:10]([CH2:13][NH:14][CH2:15][C:16]2[C:24]3[C:23]([C:25]([O:27]C)=[O:26])=[CH:22][CH:21]=[N:20][C:19]=3[N:18](C(OC(C)(C)C)=O)[CH:17]=2)[CH2:9]1)=[O:7])([CH3:4])([CH3:3])[CH3:2].[Li+].[OH-].